This data is from Catalyst prediction with 721,799 reactions and 888 catalyst types from USPTO. The task is: Predict which catalyst facilitates the given reaction. (1) Reactant: Br[C:2]1[CH:6]=[CH:5][S:4][CH:3]=1.[Li]CCCC.[S:12]1[CH:16]=[CH:15][CH:14]=[C:13]1C=O.[NH4+].[Cl-].[O:21]1CCC[CH2:22]1. Product: [S:4]1[CH:5]=[CH:6][C:2]([CH:22]([C:15]2[CH:14]=[CH:13][S:12][CH:16]=2)[OH:21])=[CH:3]1. The catalyst class is: 363. (2) Reactant: [NH2:1][C:2]1[S:3][CH:4]=[C:5]([CH3:12])[C:6]=1[C:7](OCC)=[O:8].Cl.Cl[C:15]([NH2:17])=[NH:16].CS(C)(=O)=O.N. Product: [NH2:17][C:15]1[NH:1][C:2]2[S:3][CH:4]=[C:5]([CH3:12])[C:6]=2[C:7](=[O:8])[N:16]=1. The catalyst class is: 6.